From a dataset of Full USPTO retrosynthesis dataset with 1.9M reactions from patents (1976-2016). Predict the reactants needed to synthesize the given product. (1) Given the product [Cl:75][C:72]1[CH:71]=[CH:70][C:69]([CH:61]([NH:60][C:48]([C:33]2([NH:32][C:30](=[O:31])[O:29][C:25]([CH3:26])([CH3:28])[CH3:27])[CH2:38][CH2:37][N:36]([C:39]3[C:40]4[CH:47]=[CH:46][NH:45][C:41]=4[N:42]=[CH:43][N:44]=3)[CH2:35][CH2:34]2)=[O:49])[CH2:62][CH2:63][NH:64][S:65]([CH3:68])(=[O:67])=[O:66])=[CH:74][CH:73]=1, predict the reactants needed to synthesize it. The reactants are: F[P-](F)(F)(F)(F)F.N1(OC(N(C)C)=[N+](C)C)C2N=CC=CC=2N=N1.[C:25]([O:29][C:30]([NH:32][C:33]1([C:48](O)=[O:49])[CH2:38][CH2:37][N:36]([C:39]2[C:40]3[CH:47]=[CH:46][NH:45][C:41]=3[N:42]=[CH:43][N:44]=2)[CH2:35][CH2:34]1)=[O:31])([CH3:28])([CH3:27])[CH3:26].C(N(CC)C(C)C)(C)C.[NH2:60][CH:61]([C:69]1[CH:74]=[CH:73][C:72]([Cl:75])=[CH:71][CH:70]=1)[CH2:62][CH2:63][NH:64][S:65]([CH3:68])(=[O:67])=[O:66]. (2) Given the product [CH2:38]([N:34]1[C:33]2[C:40]([CH3:42])=[CH:41][C:30]([C:28]([C:24]3[N:25]=[CH:26][N:27]=[C:22]([N:15]4[CH2:14][CH2:13][CH:12]([N:9]5[CH2:10][CH2:11][C:5]6[CH:4]=[C:3]([O:2][CH3:1])[CH:20]=[CH:19][C:6]=6[NH:7][C:8]5=[O:18])[CH2:17][CH2:16]4)[CH:23]=3)=[O:29])=[CH:31][C:32]=2[O:36][C:35]1=[O:37])[CH3:39], predict the reactants needed to synthesize it. The reactants are: [CH3:1][O:2][C:3]1[CH:20]=[CH:19][C:6]2[NH:7][C:8](=[O:18])[N:9]([CH:12]3[CH2:17][CH2:16][NH:15][CH2:14][CH2:13]3)[CH2:10][CH2:11][C:5]=2[CH:4]=1.Cl[C:22]1[N:27]=[CH:26][N:25]=[C:24]([C:28]([C:30]2[CH:41]=[C:40]([CH3:42])[C:33]3[N:34]([CH2:38][CH3:39])[C:35](=[O:37])[O:36][C:32]=3[CH:31]=2)=[O:29])[CH:23]=1.CCN(C(C)C)C(C)C. (3) Given the product [CH3:1][C@H:2]1[C@H:29]([CH3:30])[C@@H:28]([NH:31][C:32](=[O:41])[O:33][CH2:34][C:21]2[CH:22]=[CH:23][CH:24]=[CH:25][CH:26]=2)[C:5]2[C:6](=[CH:7][CH:8]=[CH:9][N:4]=2)[NH:10]1, predict the reactants needed to synthesize it. The reactants are: [CH:1](=O)[CH3:2].[N:4]1[CH:9]=[CH:8][CH:7]=[C:6]([NH2:10])[CH:5]=1.P(O)(O[C:21]1[CH:26]=[CH:25][CH:24]=[CH:23][CH:22]=1)(O[C:21]1[CH:26]=[CH:25][CH:24]=[CH:23][CH:22]=1)=O.[CH:28](/[NH:31][C:32](=[O:41])[O:33][CH2:34]C1C=CC=CC=1)=[CH:29]\[CH3:30].